From a dataset of Full USPTO retrosynthesis dataset with 1.9M reactions from patents (1976-2016). Predict the reactants needed to synthesize the given product. Given the product [CH2:5]([O:4][C:2]([N:17]1[CH2:18][CH2:19][CH2:20][C@H:14]([N:13]([CH2:12][C:11]2[CH:36]=[C:37]([C:39]([F:42])([F:41])[F:40])[CH:38]=[C:9]([C:8]([F:7])([F:44])[F:43])[CH:10]=2)[C:30]2[N:31]=[N:32][N:33]([CH3:35])[N:34]=2)[C:15]2[CH:24]=[C:23]([CH3:25])[C:22]([C:26]([F:28])([F:27])[F:29])=[CH:21][C:16]1=2)=[O:3])[CH3:6], predict the reactants needed to synthesize it. The reactants are: Cl[C:2]([O:4][CH2:5][CH3:6])=[O:3].[F:7][C:8]([F:44])([F:43])[C:9]1[CH:10]=[C:11]([CH:36]=[C:37]([C:39]([F:42])([F:41])[F:40])[CH:38]=1)[CH2:12][N:13]([C:30]1[N:31]=[N:32][N:33]([CH3:35])[N:34]=1)[C@H:14]1[CH2:20][CH2:19][CH2:18][NH:17][C:16]2[CH:21]=[C:22]([C:26]([F:29])([F:28])[F:27])[C:23]([CH3:25])=[CH:24][C:15]1=2.N1C=CC=CC=1.